The task is: Regression. Given two drug SMILES strings and cell line genomic features, predict the synergy score measuring deviation from expected non-interaction effect.. This data is from NCI-60 drug combinations with 297,098 pairs across 59 cell lines. (1) Drug 1: C(CC(=O)O)C(=O)CN.Cl. Drug 2: CC1C(C(CC(O1)OC2CC(CC3=C2C(=C4C(=C3O)C(=O)C5=C(C4=O)C(=CC=C5)OC)O)(C(=O)CO)O)N)O.Cl. Cell line: MCF7. Synergy scores: CSS=37.5, Synergy_ZIP=-0.396, Synergy_Bliss=-1.38, Synergy_Loewe=-29.7, Synergy_HSA=-1.17. (2) Drug 1: CC1C(C(CC(O1)OC2CC(OC(C2O)C)OC3=CC4=CC5=C(C(=O)C(C(C5)C(C(=O)C(C(C)O)O)OC)OC6CC(C(C(O6)C)O)OC7CC(C(C(O7)C)O)OC8CC(C(C(O8)C)O)(C)O)C(=C4C(=C3C)O)O)O)O. Drug 2: B(C(CC(C)C)NC(=O)C(CC1=CC=CC=C1)NC(=O)C2=NC=CN=C2)(O)O. Cell line: KM12. Synergy scores: CSS=86.2, Synergy_ZIP=1.30, Synergy_Bliss=-2.49, Synergy_Loewe=-15.1, Synergy_HSA=-2.40. (3) Drug 1: C1CCC(C1)C(CC#N)N2C=C(C=N2)C3=C4C=CNC4=NC=N3. Drug 2: CC1CCC2CC(C(=CC=CC=CC(CC(C(=O)C(C(C(=CC(C(=O)CC(OC(=O)C3CCCCN3C(=O)C(=O)C1(O2)O)C(C)CC4CCC(C(C4)OC)OCCO)C)C)O)OC)C)C)C)OC. Cell line: HCT116. Synergy scores: CSS=16.4, Synergy_ZIP=-2.95, Synergy_Bliss=-2.50, Synergy_Loewe=-33.2, Synergy_HSA=-4.02. (4) Drug 1: CS(=O)(=O)CCNCC1=CC=C(O1)C2=CC3=C(C=C2)N=CN=C3NC4=CC(=C(C=C4)OCC5=CC(=CC=C5)F)Cl. Drug 2: CS(=O)(=O)OCCCCOS(=O)(=O)C. Cell line: 786-0. Synergy scores: CSS=17.8, Synergy_ZIP=-4.71, Synergy_Bliss=0.641, Synergy_Loewe=-17.9, Synergy_HSA=1.73. (5) Cell line: HOP-62. Synergy scores: CSS=4.07, Synergy_ZIP=-0.719, Synergy_Bliss=1.40, Synergy_Loewe=-1.01, Synergy_HSA=-0.353. Drug 2: C1CCC(C1)C(CC#N)N2C=C(C=N2)C3=C4C=CNC4=NC=N3. Drug 1: CC1=C(C=C(C=C1)NC2=NC=CC(=N2)N(C)C3=CC4=NN(C(=C4C=C3)C)C)S(=O)(=O)N.Cl. (6) Drug 1: CN(C)N=NC1=C(NC=N1)C(=O)N. Drug 2: CC1=C2C(C(=O)C3(C(CC4C(C3C(C(C2(C)C)(CC1OC(=O)C(C(C5=CC=CC=C5)NC(=O)C6=CC=CC=C6)O)O)OC(=O)C7=CC=CC=C7)(CO4)OC(=O)C)O)C)OC(=O)C. Cell line: CAKI-1. Synergy scores: CSS=27.0, Synergy_ZIP=-10.4, Synergy_Bliss=-7.41, Synergy_Loewe=-22.6, Synergy_HSA=-3.16.